From a dataset of Reaction yield outcomes from USPTO patents with 853,638 reactions. Predict the reaction yield, written as a fraction of the theoretical maximum amount of product (1.0 means a 100% yield; for example, 0.34 means a 34% yield). (1) The reactants are [I:1][C:2]1[CH:3]=[C:4]2[C:8](=[CH:9][CH:10]=1)[NH:7][C:6](=[O:11])[C:5]2=O.[Br:13][C:14]1[CH:23]=[CH:22][C:17]([C:18]([NH:20][NH2:21])=[O:19])=[CH:16][CH:15]=1. The catalyst is C(O)(=O)C. The product is [Br:13][C:14]1[CH:23]=[CH:22][C:17]([C:18]([NH:20][N:21]=[C:5]2[C:4]3[C:8](=[CH:9][CH:10]=[C:2]([I:1])[CH:3]=3)[NH:7][C:6]2=[O:11])=[O:19])=[CH:16][CH:15]=1. The yield is 0.820. (2) The reactants are [O:1]=[C:2]1[CH2:7][S:6][C:5]2[CH:8]=[CH:9][C:10]([C:12]([OH:14])=O)=[N:11][C:4]=2[NH:3]1.[CH3:15][O:16][C:17]1[CH:26]=[C:25]2[C:20]([N:21]=[CH:22][C:23]([S:27][CH2:28][CH2:29][N:30]3[CH2:35][CH2:34][CH:33]([NH2:36])[CH2:32][CH2:31]3)=[N:24]2)=[CH:19][CH:18]=1. No catalyst specified. The product is [CH3:15][O:16][C:17]1[CH:26]=[C:25]2[C:20]([N:21]=[CH:22][C:23]([S:27][CH2:28][CH2:29][N:30]3[CH2:31][CH2:32][CH:33]([NH:36][C:12]([C:10]4[CH:9]=[CH:8][C:5]5[S:6][CH2:7][C:2](=[O:1])[NH:3][C:4]=5[N:11]=4)=[O:14])[CH2:34][CH2:35]3)=[N:24]2)=[CH:19][CH:18]=1. The yield is 0.100. (3) The reactants are [C:1]([O:5][C:6]([N:8]1[CH2:14][CH2:13][CH2:12][N:11]([C:15]2[S:16][C:17]([C:20](=[O:28])[C:21]3[CH:26]=[CH:25][CH:24]=[N:23][C:22]=3F)=[CH:18][N:19]=2)[CH2:10][CH2:9]1)=[O:7])([CH3:4])([CH3:3])[CH3:2].[OH-].[NH4+:30]. No catalyst specified. The product is [C:1]([O:5][C:6]([N:8]1[CH2:14][CH2:13][CH2:12][N:11]([C:15]2[S:16][C:17]([C:20](=[O:28])[C:21]3[CH:26]=[CH:25][CH:24]=[N:23][C:22]=3[NH2:30])=[CH:18][N:19]=2)[CH2:10][CH2:9]1)=[O:7])([CH3:4])([CH3:3])[CH3:2]. The yield is 1.00. (4) The reactants are [CH3:1][C:2]1[O:6][N:5]=[C:4]([C:7]2[CH:12]=[CH:11][CH:10]=[CH:9][CH:8]=2)[C:3]=1[C:13]([NH:15][NH2:16])=[O:14].[N:17]1[C:26]2[C:21](=[CH:22][CH:23]=[CH:24][C:25]=2[C:27](O)=O)[CH:20]=[CH:19][CH:18]=1. No catalyst specified. The product is [CH3:1][C:2]1[O:6][N:5]=[C:4]([C:7]2[CH:12]=[CH:11][CH:10]=[CH:9][CH:8]=2)[C:3]=1[C:13]1[O:14][C:27]([C:25]2[CH:24]=[CH:23][CH:22]=[C:21]3[C:26]=2[N:17]=[CH:18][CH:19]=[CH:20]3)=[N:16][N:15]=1. The yield is 0.490. (5) The reactants are [OH:1][C@H:2]([CH2:35][O:36][Si:37]([CH:44]([CH3:46])[CH3:45])([CH:41]([CH3:43])[CH3:42])[CH:38]([CH3:40])[CH3:39])[CH2:3][NH:4][C:5]([C:7]1[NH:8][C:9]([C:12]2[CH:17]=[C:16]([O:18][C:19]3[CH:24]=[N:23][C:22]([S:25]([CH3:28])(=[O:27])=[O:26])=[CH:21][N:20]=3)[CH:15]=[C:14]([O:29][C@@H:30]([CH3:34])[CH2:31][O:32][CH3:33])[CH:13]=2)=[CH:10][CH:11]=1)=O.CS(O)(=O)=O.C(N(CC)CC)C.O. The catalyst is O1CCCC1. The product is [CH3:33][O:32][CH2:31][C@H:30]([CH3:34])[O:29][C:14]1[CH:15]=[C:16]([CH:17]=[C:12]([C:9]2[NH:8][C:7]([C:5]3[O:1][C@@H:2]([CH2:35][O:36][Si:37]([CH:41]([CH3:43])[CH3:42])([CH:38]([CH3:39])[CH3:40])[CH:44]([CH3:46])[CH3:45])[CH2:3][N:4]=3)=[CH:11][CH:10]=2)[CH:13]=1)[O:18][C:19]1[CH:24]=[N:23][C:22]([S:25]([CH3:28])(=[O:26])=[O:27])=[CH:21][N:20]=1. The yield is 0.940. (6) The catalyst is CO.O1CCCC1.O. The reactants are C[O:2][C:3]([C:5]1[CH:6]=[C:7]2[C:12](=[CH:13][CH:14]=1)[NH:11][CH:10]([C:15]1[CH:20]=[CH:19][CH:18]=[C:17]([O:21][CH3:22])[CH:16]=1)[C:9]([CH3:24])([CH3:23])[CH2:8]2)=[O:4].[OH-].[Na+].Cl. The product is [CH3:22][O:21][C:17]1[CH:16]=[C:15]([CH:10]2[C:9]([CH3:24])([CH3:23])[CH2:8][C:7]3[C:12](=[CH:13][CH:14]=[C:5]([C:3]([OH:4])=[O:2])[CH:6]=3)[NH:11]2)[CH:20]=[CH:19][CH:18]=1. The yield is 0.900. (7) The product is [F:28][C:20]1[CH:21]=[C:22]([N+:25]([O-:27])=[O:26])[CH:23]=[CH:24][C:19]=1[O:18][C:15]1[CH:14]=[CH:13][N:12]=[C:11]2[CH:10]=[C:9]([C:6]3[N:7]=[CH:8][C:3]([CH2:2][N:29]4[CH2:30][CH2:31][CH2:32][C:33]4=[O:35])=[CH:4][CH:5]=3)[S:17][C:16]=12. The reactants are Cl[CH2:2][C:3]1[CH:4]=[CH:5][C:6]([C:9]2[S:17][C:16]3[C:11](=[N:12][CH:13]=[CH:14][C:15]=3[O:18][C:19]3[CH:24]=[CH:23][C:22]([N+:25]([O-:27])=[O:26])=[CH:21][C:20]=3[F:28])[CH:10]=2)=[N:7][CH:8]=1.[NH2:29][CH2:30][CH2:31][CH2:32][C:33]([O:35]CC)=O.CCN(C(C)C)C(C)C. The catalyst is C(#N)C. The yield is 0.480. (8) The reactants are [CH2:1]([O:8][C:9]1[CH:18]=[CH:17][C:12]2[C:13](=O)[CH2:14][O:15][C:11]=2[CH:10]=1)[C:2]1[CH:7]=[CH:6][CH:5]=[CH:4][CH:3]=1.[H-].[Na+].I[CH3:22].CN([CH:26]=[O:27])C. No catalyst specified. The product is [CH2:1]([O:8][C:9]1[CH:18]=[CH:17][C:12]2[C:26](=[O:27])[C:14]([CH3:13])([CH3:22])[O:15][C:11]=2[CH:10]=1)[C:2]1[CH:3]=[CH:4][CH:5]=[CH:6][CH:7]=1. The yield is 0.470. (9) The reactants are [Cl:1][C:2]1[CH:3]=[C:4]([NH:9][C:10]2[C:19]3[C:14](=[CH:15][C:16]([O:22][CH2:23][C:24]4[N:28]=[C:27]([CH:29]5[CH2:34][CH2:33][N:32](C(OC(C)(C)C)=O)[CH2:31][CH2:30]5)[O:26][N:25]=4)=[C:17]([O:20][CH3:21])[CH:18]=3)[N:13]=[CH:12][N:11]=2)[CH:5]=[CH:6][C:7]=1[Cl:8].Cl. The catalyst is CO. The product is [Cl:1][C:2]1[CH:3]=[C:4]([NH:9][C:10]2[C:19]3[C:14](=[CH:15][C:16]([O:22][CH2:23][C:24]4[N:28]=[C:27]([CH:29]5[CH2:34][CH2:33][NH:32][CH2:31][CH2:30]5)[O:26][N:25]=4)=[C:17]([O:20][CH3:21])[CH:18]=3)[N:13]=[CH:12][N:11]=2)[CH:5]=[CH:6][C:7]=1[Cl:8]. The yield is 0.780.